Dataset: Full USPTO retrosynthesis dataset with 1.9M reactions from patents (1976-2016). Task: Predict the reactants needed to synthesize the given product. (1) The reactants are: C([O:3][C:4](=O)[CH2:5][O:6][C:7]1[CH:16]=[C:15]2[C:10]([C@H:11]([N:29]([C:37](=[O:39])[CH3:38])[C:30]3[CH:35]=[CH:34][C:33]([Cl:36])=[CH:32][CH:31]=3)[CH2:12][C@H:13]([CH3:28])[N:14]2[C:17](=[O:27])[C:18]2[CH:23]=[CH:22][C:21]([N:24]([CH3:26])[CH3:25])=[CH:20][CH:19]=2)=[CH:9][CH:8]=1)C.C(COC1C=C2C(=CC=1)N(C(=O)C1C=CC(F)=CC=1)[C@@H](C)C[C@H]2N(C1C=CC(Cl)=CC=1)C(=O)CC)(=O)[NH2:42]. Given the product [C:37]([N:29]([C:30]1[CH:31]=[CH:32][C:33]([Cl:36])=[CH:34][CH:35]=1)[C@H:11]1[C:10]2[C:15](=[CH:16][C:7]([O:6][CH2:5][C:4]([NH2:42])=[O:3])=[CH:8][CH:9]=2)[N:14]([C:17](=[O:27])[C:18]2[CH:23]=[CH:22][C:21]([N:24]([CH3:25])[CH3:26])=[CH:20][CH:19]=2)[C@@H:13]([CH3:28])[CH2:12]1)(=[O:39])[CH3:38], predict the reactants needed to synthesize it. (2) Given the product [CH3:8][CH:7]([CH3:9])[CH2:6][C:5]([C:16]1[CH:17]=[CH:18][C:13]([CH3:19])=[CH:14][CH:15]=1)=[O:10], predict the reactants needed to synthesize it. The reactants are: [Cl-].[Cl-].[Cl-].[Al+3].[C:5](Cl)(=[O:10])[CH2:6][CH:7]([CH3:9])[CH3:8].O.[C:13]1([CH3:19])[CH:18]=[CH:17][CH:16]=[CH:15][CH:14]=1. (3) Given the product [N:24]1[C:25]2[C:30](=[CH:29][CH:28]=[CH:27][CH:26]=2)[CH:31]=[CH:32][C:23]=1[NH:22][C:18]([C:13]1[CH:12]=[C:11]2[C:16]([CH:17]=[C:9]([C:3]3[C:4]([CH3:8])=[CH:5][CH:6]=[CH:1][C:2]=3[CH3:7])[NH:10]2)=[CH:15][CH:14]=1)=[O:20], predict the reactants needed to synthesize it. The reactants are: [CH3:1][C:2]1[CH:7]=[CH:6][CH:5]=[C:4]([CH3:8])[C:3]=1[C:9]1[NH:10][C:11]2[C:16]([CH:17]=1)=[CH:15][CH:14]=[C:13]([C:18]([O:20]C)=O)[CH:12]=2.[NH2:22][C:23]1[CH:32]=[CH:31][C:30]2[C:25](=[CH:26][CH:27]=[CH:28][CH:29]=2)[N:24]=1. (4) The reactants are: Br[CH2:2][CH2:3][CH2:4][CH2:5][CH2:6][CH2:7][N:8]1[C:12]2[CH:13]=[CH:14][CH:15]=[CH:16][C:11]=2[N:10]([C:17]2[CH:22]=[CH:21][CH:20]=[CH:19][C:18]=2[F:23])[S:9]1(=[O:25])=[O:24].[CH3:26][NH:27][CH3:28]. Given the product [F:23][C:18]1[CH:19]=[CH:20][CH:21]=[CH:22][C:17]=1[N:10]1[C:11]2[CH:16]=[CH:15][CH:14]=[CH:13][C:12]=2[N:8]([CH2:7][CH2:6][CH2:5][CH2:4][CH2:3][CH2:2][N:27]([CH3:28])[CH3:26])[S:9]1(=[O:25])=[O:24], predict the reactants needed to synthesize it. (5) Given the product [F:1][C:2]1[C:3]([CH3:18])=[C:4]([NH:11][C:12]2[CH:17]=[CH:16][CH:15]=[CH:14][CH:13]=2)[C:5]([NH2:8])=[CH:6][CH:7]=1, predict the reactants needed to synthesize it. The reactants are: [F:1][C:2]1[C:3]([CH3:18])=[C:4]([NH:11][C:12]2[CH:17]=[CH:16][CH:15]=[CH:14][CH:13]=2)[C:5]([N+:8]([O-])=O)=[CH:6][CH:7]=1.CO.[NH4+].[Cl-]. (6) Given the product [C:1]([O:4][C:5]1[CH:10]=[CH:9][C:8]([S:11](=[O:13])(=[O:12])[NH:24][CH2:23][C:18]2[CH:19]=[CH:20][CH:21]=[CH:22][C:17]=2[O:16][CH3:15])=[CH:7][CH:6]=1)(=[O:3])[CH3:2], predict the reactants needed to synthesize it. The reactants are: [C:1]([O:4][C:5]1[CH:10]=[CH:9][C:8]([S:11](Cl)(=[O:13])=[O:12])=[CH:7][CH:6]=1)(=[O:3])[CH3:2].[CH3:15][O:16][C:17]1[CH:22]=[CH:21][CH:20]=[CH:19][C:18]=1[CH2:23][NH2:24].C(N(CC)CC)C.